This data is from Reaction yield outcomes from USPTO patents with 853,638 reactions. The task is: Predict the reaction yield, written as a fraction of the theoretical maximum amount of product (1.0 means a 100% yield; for example, 0.34 means a 34% yield). (1) The reactants are [Cl:1][C:2]1[N:7]=[CH:6][CH:5]=[CH:4][N:3]=1.[Li][C:9]([CH3:12])([CH3:11])[CH3:10].C(O)(=O)C.C(C1C(=O)C(Cl)=C(Cl)C(=O)C=1C#N)#N.[OH-].[Na+]. The catalyst is C1COCC1.O.CCOC(C)=O.CCOCC. The product is [C:9]([C:4]1[CH:5]=[CH:6][N:7]=[C:2]([Cl:1])[N:3]=1)([CH3:12])([CH3:11])[CH3:10]. The yield is 0.670. (2) The reactants are [C:1]([C:4]1[CH:54]=[CH:53][C:7]([C:8]([N:10]2[CH2:16][C@H:15]([NH:17][C:18](=[O:30])[C@@H:19]([N:21]([CH3:29])[C:22](=[O:28])[O:23][C:24]([CH3:27])([CH3:26])[CH3:25])[CH3:20])[C:14](=[O:31])[N:13]([CH2:32][C:33]3[C:42]4[C:37](=[CH:38][CH:39]=[CH:40][CH:41]=4)[N:36]=[CH:35][C:34]=3[O:43][CH2:44][C:45]([F:48])([F:47])[F:46])[C:12]3[CH:49]=[CH:50][CH:51]=[CH:52][C:11]2=3)=[O:9])=[CH:6][CH:5]=1)(=[O:3])[CH3:2].ClC1C=C(C=CC=1)C(OO)=[O:60]. The catalyst is C(Cl)Cl. The product is [C:1]([C:4]1[CH:5]=[CH:6][C:7]([C:8]([N:10]2[CH2:16][C@H:15]([NH:17][C:18](=[O:30])[C@@H:19]([N:21]([C:22]([O:23][C:24]([CH3:25])([CH3:26])[CH3:27])=[O:28])[CH3:29])[CH3:20])[C:14](=[O:31])[N:13]([CH2:32][C:33]3[C:42]4[C:37](=[CH:38][CH:39]=[CH:40][CH:41]=4)[N+:36]([O-:60])=[CH:35][C:34]=3[O:43][CH2:44][C:45]([F:46])([F:47])[F:48])[C:12]3[CH:49]=[CH:50][CH:51]=[CH:52][C:11]2=3)=[O:9])=[CH:53][CH:54]=1)(=[O:3])[CH3:2]. The yield is 0.920. (3) The reactants are [Cl:1][C:2]1[CH:10]=[C:9]2[C:5](/[C:6](=[CH:12]/[C:13]3[CH:18]=[CH:17][CH:16]=[C:15]([Cl:19])[CH:14]=3)/[C:7](=[O:11])[NH:8]2)=[CH:4][CH:3]=1.[CH3:20][C:21]([CH3:34])([CH3:33])[CH2:22][O:23]/[CH:24]=[CH:25]/[C:26](=[CH2:32])[O:27][Si](C)(C)C.[OH-].[Na+]. The catalyst is CO.CCOC(C)=O. The product is [Cl:1][C:2]1[CH:10]=[C:9]2[C:5]([C:6]3([CH:24]([O:23][CH2:22][C:21]([CH3:34])([CH3:33])[CH3:20])[CH2:25][C:26](=[O:27])[CH2:32][CH:12]3[C:13]3[CH:18]=[CH:17][CH:16]=[C:15]([Cl:19])[CH:14]=3)[C:7](=[O:11])[NH:8]2)=[CH:4][CH:3]=1. The yield is 0.431. (4) The reactants are [CH:1]1([C:5]2[CH:10]=[C:9]([O:11][CH2:12][C:13]3[CH:18]=[CH:17][CH:16]=[CH:15][CH:14]=3)[CH:8]=[CH:7][C:6]=2B(O)O)[CH2:4][CH2:3][CH2:2]1.Br[C:23]1[CH:28]=[CH:27][CH:26]=[C:25]([N:29]2[C:33]([CH3:34])=[CH:32][CH:31]=[C:30]2[CH3:35])[N:24]=1. No catalyst specified. The product is [CH:1]1([C:5]2[CH:10]=[C:9]([O:11][CH2:12][C:13]3[CH:18]=[CH:17][CH:16]=[CH:15][CH:14]=3)[CH:8]=[CH:7][C:6]=2[C:23]2[CH:28]=[CH:27][CH:26]=[C:25]([N:29]3[C:33]([CH3:34])=[CH:32][CH:31]=[C:30]3[CH3:35])[N:24]=2)[CH2:4][CH2:3][CH2:2]1. The yield is 0.780. (5) The reactants are C1C(=O)N([Br:8])C(=O)C1.[NH2:9][C:10]1[N:15]2[N:16]=[CH:17][C:18]([C:19]3[CH:20]=[N:21][C:22]4[C:27]([CH:28]=3)=[CH:26][CH:25]=[CH:24][CH:23]=4)=[C:14]2[N:13]=[C:12]([C:29]2[CH:34]=[CH:33][C:32]([CH2:35][C:36]([OH:38])=[O:37])=[CH:31][CH:30]=2)[CH:11]=1. The catalyst is CC#N. The product is [NH2:9][C:10]1[N:15]2[N:16]=[CH:17][C:18]([C:19]3[CH:20]=[N:21][C:22]4[C:27]([CH:28]=3)=[CH:26][CH:25]=[CH:24][CH:23]=4)=[C:14]2[N:13]=[C:12]([C:29]2[CH:34]=[CH:33][C:32]([CH2:35][C:36]([OH:38])=[O:37])=[CH:31][CH:30]=2)[C:11]=1[Br:8]. The yield is 0.270. (6) The reactants are [CH3:1][CH:2]([CH2:12][C:13]#[C:14][C:15]1[CH:20]=[CH:19][CH:18]=[CH:17][CH:16]=1)[C:3](=[O:11])[CH2:4][P:5](=[O:10])([O:8][CH3:9])[O:6][CH3:7]. The catalyst is [Pd].CO. The product is [CH3:1][CH:2]([CH2:12][CH2:13][CH2:14][C:15]1[CH:16]=[CH:17][CH:18]=[CH:19][CH:20]=1)[C:3](=[O:11])[CH2:4][P:5](=[O:10])([O:8][CH3:9])[O:6][CH3:7]. The yield is 1.00. (7) The reactants are [CH3:1][O:2][C:3]([C@@:5]1([C:11]2[CH:16]=[CH:15][CH:14]=[C:13]([F:17])[C:12]=2[CH3:18])[CH2:9][CH2:8][C@@H:7]([OH:10])[CH2:6]1)=[O:4].CC(OI1(OC(C)=O)(OC(C)=O)OC(=O)C2C=CC=CC1=2)=O. The catalyst is ClCCl. The product is [CH3:1][O:2][C:3]([C@:5]1([C:11]2[CH:16]=[CH:15][CH:14]=[C:13]([F:17])[C:12]=2[CH3:18])[CH2:9][CH2:8][C:7](=[O:10])[CH2:6]1)=[O:4]. The yield is 0.860.